This data is from Reaction yield outcomes from USPTO patents with 853,638 reactions. The task is: Predict the reaction yield, written as a fraction of the theoretical maximum amount of product (1.0 means a 100% yield; for example, 0.34 means a 34% yield). (1) The reactants are [CH:1]1([N:5]2[CH2:10][CH2:9][N:8]([C:11]([C:13]3[CH:14]=[C:15]4[C:19](=[CH:20][CH:21]=3)[NH:18][C:17]([C:22]([N:24]3[CH2:29][CH2:28][C:27]([F:31])([F:30])[CH2:26][CH2:25]3)=[O:23])=[CH:16]4)=[O:12])[CH2:7][CH2:6]2)[CH2:4][CH2:3][CH2:2]1.[C:32]([C:34]1[CH:39]=[CH:38][C:37](B(O)O)=[CH:36][CH:35]=1)#[N:33].N1C=CC=CC=1. The catalyst is ClCCl.C([O-])(=O)C.[Cu+2].C([O-])(=O)C. The product is [CH:1]1([N:5]2[CH2:6][CH2:7][N:8]([C:11]([C:13]3[CH:14]=[C:15]4[C:19](=[CH:20][CH:21]=3)[N:18]([C:37]3[CH:38]=[CH:39][C:34]([C:32]#[N:33])=[CH:35][CH:36]=3)[C:17]([C:22]([N:24]3[CH2:25][CH2:26][C:27]([F:30])([F:31])[CH2:28][CH2:29]3)=[O:23])=[CH:16]4)=[O:12])[CH2:9][CH2:10]2)[CH2:2][CH2:3][CH2:4]1. The yield is 0.300. (2) The reactants are [CH3:1][O:2][C:3]1[CH:4]=[C:5]([C:9](=[O:13])[CH2:10][C:11]#[N:12])[CH:6]=[CH:7][CH:8]=1.[CH3:14][O:15][C:16]1[CH:22]=[CH:21][C:19]([NH2:20])=[CH:18][CH:17]=1. The catalyst is C(O)C. The product is [CH3:1][O:2][C:3]1[CH:4]=[C:5]([C:9](=[O:13])[CH2:10][C:11](=[NH:12])[NH:20][C:19]2[CH:21]=[CH:22][C:16]([O:15][CH3:14])=[CH:17][CH:18]=2)[CH:6]=[CH:7][CH:8]=1. The yield is 0.610. (3) The reactants are [C:1]([O:5][C:6]([N:8]1[CH2:13][CH2:12][C:11]2[N:14]([CH3:17])[CH:15]=[CH:16][C:10]=2[C:9]1=[O:18])=[O:7])([CH3:4])([CH3:3])[CH3:2].C1C(=O)N([Br:26])C(=O)C1. The catalyst is C1COCC1.CO. The product is [C:1]([O:5][C:6]([N:8]1[CH2:13][CH2:12][C:11]2[N:14]([CH3:17])[C:15]([Br:26])=[CH:16][C:10]=2[C:9]1=[O:18])=[O:7])([CH3:4])([CH3:3])[CH3:2]. The yield is 0.770. (4) The reactants are Cl[CH2:2][C:3]([NH:5][C@H:6]([CH:22]([CH3:24])[CH3:23])[C:7]([N:9]1[CH2:14][CH2:13][CH:12]([C:15]2[CH:20]=[CH:19][C:18]([Cl:21])=[CH:17][CH:16]=2)[CH2:11][CH2:10]1)=[O:8])=[O:4].[NH:25]1[CH:29]=[CH:28][CH:27]=[N:26]1.C([O-])([O-])=O.[K+].[K+]. The catalyst is C(#N)C. The product is [Cl:21][C:18]1[CH:19]=[CH:20][C:15]([CH:12]2[CH2:13][CH2:14][N:9]([C:7](=[O:8])[C@H:6]([NH:5][C:3](=[O:4])[CH2:2][N:25]3[CH:29]=[CH:28][CH:27]=[N:26]3)[CH:22]([CH3:24])[CH3:23])[CH2:10][CH2:11]2)=[CH:16][CH:17]=1. The yield is 0.940. (5) The reactants are C[O:2][P:3]([CH2:7][C:8]([CH3:25])=[CH:9][CH2:10][C:11]1[C:12]([OH:24])=[C:13]2[C:17](=[C:18]([CH3:22])[C:19]=1[O:20][CH3:21])[CH2:16][O:15][C:14]2=[O:23])(=[O:6])[O:4]C.C[Si](Br)(C)C.N1C(C)=CC=CC=1C. The catalyst is C(#N)C. The product is [OH:24][C:12]1[C:11]([CH2:10][CH:9]=[C:8]([CH3:25])[CH2:7][P:3](=[O:2])([OH:6])[OH:4])=[C:19]([O:20][CH3:21])[C:18]([CH3:22])=[C:17]2[C:13]=1[C:14](=[O:23])[O:15][CH2:16]2. The yield is 0.730. (6) The reactants are [NH2:1][C:2]1[C:11]2[CH:10]=[CH:9][CH:8]=[C:7](Br)[C:6]=2[N:5]=[C:4]2[CH2:13][N:14]([CH:17]3[CH2:20][CH2:19][CH2:18]3)[C:15](=[O:16])[C:3]=12.C[Sn](C)(C)[C:23]1[CH:24]=[N:25][CH:26]=[C:27]([CH:30]=1)[C:28]#[N:29]. No catalyst specified. The product is [NH2:1][C:2]1[C:11]2[CH:10]=[CH:9][CH:8]=[C:7]([C:23]3[CH:24]=[N:25][CH:26]=[C:27]([CH:30]=3)[C:28]#[N:29])[C:6]=2[N:5]=[C:4]2[CH2:13][N:14]([CH:17]3[CH2:20][CH2:19][CH2:18]3)[C:15](=[O:16])[C:3]=12. The yield is 0.608. (7) The reactants are CS(C)=O.[N+:5](/[CH:8]=[CH:9]/[C:10]1[CH:15]=[CH:14][CH:13]=[C:12]([O:16][C:17]2[CH:22]=[CH:21][CH:20]=[CH:19][CH:18]=2)[CH:11]=1)([O-:7])=[O:6].C(O)(=O)C.[BH4-].[Na+]. The catalyst is O. The product is [N+:5]([CH2:8][CH2:9][C:10]1[CH:15]=[CH:14][CH:13]=[C:12]([O:16][C:17]2[CH:22]=[CH:21][CH:20]=[CH:19][CH:18]=2)[CH:11]=1)([O-:7])=[O:6]. The yield is 0.681. (8) The reactants are [F:1][C:2]1[CH:3]=[CH:4][C:5]([C:15]([O:17][CH3:18])=[O:16])=[N:6][C:7]=1[CH:8]1[CH2:13][CH2:12][CH:11]([OH:14])[CH2:10][CH2:9]1.N1C=CN=C1.[CH3:24][C:25]([Si:28](Cl)([CH3:30])[CH3:29])([CH3:27])[CH3:26].C(OCC)(=O)C. The catalyst is CN(C=O)C. The product is [Si:28]([O:14][CH:11]1[CH2:10][CH2:9][CH:8]([C:7]2[N:6]=[C:5]([C:15]([O:17][CH3:18])=[O:16])[CH:4]=[CH:3][C:2]=2[F:1])[CH2:13][CH2:12]1)([C:25]([CH3:27])([CH3:26])[CH3:24])([CH3:30])[CH3:29]. The yield is 0.970.